This data is from Full USPTO retrosynthesis dataset with 1.9M reactions from patents (1976-2016). The task is: Predict the reactants needed to synthesize the given product. (1) Given the product [F:1][C:2]1[CH:7]=[CH:6][C:5]([C:8]2[C:13](/[CH:14]=[CH:15]/[C:31](=[O:32])[CH2:30][C:29]([O:35][CH3:36])=[O:34])=[C:12]([CH:19]([CH3:21])[CH3:20])[N:11]=[C:10]([N:22]([CH3:27])[S:23]([CH3:26])(=[O:25])=[O:24])[N:9]=2)=[CH:4][CH:3]=1, predict the reactants needed to synthesize it. The reactants are: [F:1][C:2]1[CH:7]=[CH:6][C:5]([C:8]2[C:13](/[CH:14]=[CH:15]/C(O)=O)=[C:12]([CH:19]([CH3:21])[CH3:20])[N:11]=[C:10]([N:22]([CH3:27])[S:23]([CH3:26])(=[O:25])=[O:24])[N:9]=2)=[CH:4][CH:3]=1.[K+].[C:29]([O:35][CH3:36])(=[O:34])[CH2:30][C:31]([O-])=[O:32].[Cl-].[Mg+2].[Cl-].C(N(CC)CC)C. (2) Given the product [Cl-:32].[OH:1][C@H:2]([C:21]1[CH:30]=[CH:29][C:24]2[C:25](=[O:28])[O:26][CH2:27][C:23]=2[C:22]=1[CH3:31])[CH2:3][N:4]1[CH2:13][C:8]2([CH2:9][CH2:10][CH2:11][CH2:12]2)[NH2+:7][CH2:6][CH2:5]1, predict the reactants needed to synthesize it. The reactants are: [OH:1][C@H:2]([C:21]1[CH:30]=[CH:29][C:24]2[C:25](=[O:28])[O:26][CH2:27][C:23]=2[C:22]=1[CH3:31])[CH2:3][N:4]1[CH2:13][C:8]2([CH2:12][CH2:11][CH2:10][CH2:9]2)[N:7](C(OC(C)(C)C)=O)[CH2:6][CH2:5]1.[ClH:32]. (3) Given the product [CH3:23][C:24]1[C:28]([CH:29]([OH:30])[C:2]2[O:3][C:4]3[CH:10]=[CH:9][C:8]([C:11]([CH3:17])([CH3:16])[C:12]([O:14][CH3:15])=[O:13])=[CH:7][C:5]=3[CH:6]=2)=[C:27]([CH3:31])[O:26][N:25]=1, predict the reactants needed to synthesize it. The reactants are: Br[C:2]1[O:3][C:4]2[CH:10]=[CH:9][C:8]([C:11]([CH3:17])([CH3:16])[C:12]([O:14][CH3:15])=[O:13])=[CH:7][C:5]=2[CH:6]=1.C([Mg]Cl)(C)C.[CH3:23][C:24]1[C:28]([CH:29]=[O:30])=[C:27]([CH3:31])[O:26][N:25]=1.[NH4+].[Cl-]. (4) The reactants are: Br[C:2]1[CH:3]=[CH:4][C:5]2[O:11][CH2:10][CH2:9][N:8]3[CH:12]=[C:13]([C:15]4[N:19]([C:20]5[CH:25]=[CH:24][CH:23]=[CH:22][C:21]=5[Cl:26])[N:18]=[C:17]([NH2:27])[N:16]=4)[N:14]=[C:7]3[C:6]=2[CH:28]=1.[N:29]1[CH:34]=[C:33](B(O)O)[CH:32]=[N:31][CH:30]=1.C([O-])([O-])=O.[Cs+].[Cs+].O. Given the product [Cl:26][C:21]1[CH:22]=[CH:23][CH:24]=[CH:25][C:20]=1[N:19]1[C:15]([C:13]2[N:14]=[C:7]3[C:6]4[CH:28]=[C:2]([C:33]5[CH:34]=[N:29][CH:30]=[N:31][CH:32]=5)[CH:3]=[CH:4][C:5]=4[O:11][CH2:10][CH2:9][N:8]3[CH:12]=2)=[N:16][C:17]([NH2:27])=[N:18]1, predict the reactants needed to synthesize it. (5) Given the product [CH3:1][O:2][CH2:3][CH2:4][CH2:5][C:6]1[CH:7]=[C:8]([C:16]([O:18][CH3:19])=[O:17])[C:9]2[C:14]([CH:15]=1)=[CH:13][CH:12]=[CH:11][CH:10]=2, predict the reactants needed to synthesize it. The reactants are: [CH3:1][O:2][CH2:3]/[CH:4]=[CH:5]/[C:6]1[CH:7]=[C:8]([C:16]([O:18][CH3:19])=[O:17])[C:9]2[C:14]([CH:15]=1)=[CH:13][CH:12]=[CH:11][CH:10]=2.C.